Dataset: Full USPTO retrosynthesis dataset with 1.9M reactions from patents (1976-2016). Task: Predict the reactants needed to synthesize the given product. (1) Given the product [CH3:15][CH:16]1[CH2:20][C:19]2[CH:21]=[CH:22][CH:23]=[C:24]([NH:25][C:8]3[CH:7]=[CH:6][C:5]4[C:4]([NH2:1])=[CH:13][CH:12]=[CH:11][C:10]=4[N:9]=3)[C:18]=2[O:17]1, predict the reactants needed to synthesize it. The reactants are: [N+:1]([C:4]1[CH:13]=[CH:12][CH:11]=[C:10]2[C:5]=1[CH:6]=[CH:7][C:8](Cl)=[N:9]2)([O-])=O.[CH3:15][CH:16]1[CH2:20][C:19]2[CH:21]=[CH:22][CH:23]=[C:24]([NH2:25])[C:18]=2[O:17]1. (2) Given the product [C:17]([O:16][C:14](=[O:15])[CH2:13][O:12][C:11]1[CH:10]=[CH:9][C:8]([CH2:7][CH2:6][S:26][C:27]2[CH:36]=[CH:35][CH:34]=[CH:33][C:28]=2[C:29]([O:31][CH3:32])=[O:30])=[CH:22][CH:21]=1)([CH3:18])([CH3:19])[CH3:20], predict the reactants needed to synthesize it. The reactants are: CS(O[CH2:6][CH2:7][C:8]1[CH:22]=[CH:21][C:11]([O:12][CH2:13][C:14]([O:16][C:17]([CH3:20])([CH3:19])[CH3:18])=[O:15])=[CH:10][CH:9]=1)(=O)=O.C(#N)C.[SH:26][C:27]1[CH:36]=[CH:35][CH:34]=[CH:33][C:28]=1[C:29]([O:31][CH3:32])=[O:30].C(=O)([O-])[O-].[K+].[K+]. (3) Given the product [OH:26][CH:20]1[CH2:21][CH:22]([CH3:25])[CH2:23][CH2:24][CH:19]1[C:17]([N:10]([CH:11]1[CH2:16][CH2:15][O:14][CH2:13][CH2:12]1)[C:9]1[CH:8]=[C:7]([C:27]2[CH:28]=[CH:29][CH:30]=[CH:31][CH:32]=2)[S:6][C:5]=1[C:3]([OH:4])=[O:2])=[O:18], predict the reactants needed to synthesize it. The reactants are: C[O:2][C:3]([C:5]1[S:6][C:7]([C:27]2[CH:32]=[CH:31][CH:30]=[CH:29][CH:28]=2)=[CH:8][C:9]=1[N:10]([C:17]([CH:19]1[CH2:24][CH2:23][CH:22]([CH3:25])[CH2:21][CH:20]1[OH:26])=[O:18])[CH:11]1[CH2:16][CH2:15][O:14][CH2:13][CH2:12]1)=[O:4].O.[Li+].[OH-]. (4) Given the product [CH3:13][O:12][C:10]([CH:9]([NH:14][C:15]([CH:17]([O:22][C:23](=[O:31])[C:24]1[CH:25]=[CH:26][C:27]([O:30][CH2:17][C:18]([O:20][CH3:21])=[O:19])=[CH:28][CH:29]=1)[C:18]([O:20][CH3:21])=[O:19])=[O:16])[CH2:8][C:5]1[CH:6]=[CH:7][C:2]([O:1][CH2:9][C:10]([O:12][CH3:13])=[O:11])=[CH:3][CH:4]=1)=[O:11], predict the reactants needed to synthesize it. The reactants are: [OH:1][C:2]1[CH:7]=[CH:6][C:5]([CH2:8][CH:9]([NH:14][C:15]([CH:17]([O:22][C:23](=[O:31])[C:24]2[CH:29]=[CH:28][C:27]([OH:30])=[CH:26][CH:25]=2)[C:18]([O:20][CH3:21])=[O:19])=[O:16])[C:10]([O:12][CH3:13])=[O:11])=[CH:4][CH:3]=1.[I-].[Na+].P(O)([O-])([O-])=O.[Na+].[Na+]. (5) Given the product [F:26][C:5]1[CH:6]=[CH:7][C:2]([C:9]2[CH:14]=[N:13][C:12]([C:15](=[O:17])[CH3:16])=[CH:11][CH:10]=2)=[N:3][CH:4]=1, predict the reactants needed to synthesize it. The reactants are: Br[C:2]1[CH:7]=[CH:6][CH:5]=[CH:4][N:3]=1.Br[C:9]1[CH:10]=[CH:11][C:12]([C:15](=[O:17])[CH3:16])=[N:13][CH:14]=1.C[Sn](C)C.C[Sn](C)C.[F-:26].[K+].